Binary Classification. Given a drug SMILES string, predict its activity (active/inactive) in a high-throughput screening assay against a specified biological target. From a dataset of Kir2.1 potassium channel HTS with 301,493 compounds. The drug is Fc1cc(NC(=O)Nc2cc3nc(n(c3cc2)C)C)ccc1. The result is 0 (inactive).